Dataset: Full USPTO retrosynthesis dataset with 1.9M reactions from patents (1976-2016). Task: Predict the reactants needed to synthesize the given product. (1) Given the product [NH2:1][C:2]1[CH:11]=[CH:10][C:5]([CH2:6][OH:7])=[C:4]([F:12])[CH:3]=1, predict the reactants needed to synthesize it. The reactants are: [NH2:1][C:2]1[CH:11]=[CH:10][C:5]([C:6](OC)=[O:7])=[C:4]([F:12])[CH:3]=1.[H-].[H-].[H-].[H-].[Li+].[Al+3]. (2) The reactants are: [CH2:1]([CH:5]1[CH2:14][C:13]2[C:8](=[CH:9][CH:10]=[CH:11][CH:12]=2)[CH2:7][NH:6]1)[CH:2]([CH3:4])[CH3:3].[F:15][C:16]([F:21])([F:20])[C:17](O)=[O:18]. Given the product [CH2:1]([CH:5]1[CH2:14][C:13]2[C:8](=[CH:9][CH:10]=[CH:11][CH:12]=2)[CH2:7][N:6]1[C:17](=[O:18])[C:16]([F:21])([F:20])[F:15])[CH:2]([CH3:4])[CH3:3], predict the reactants needed to synthesize it. (3) Given the product [F:1][C:2]1[CH:35]=[C:34]([F:36])[CH:33]=[CH:32][C:3]=1[CH2:4][N:5]1[C:9]2=[CH:10][N:11]=[C:12]([C:14]([N:45]([CH2:46][CH3:47])[OH:44])=[O:15])[CH:13]=[C:8]2[C:7]([CH2:17][N:18]2[CH2:19][CH2:20][C:21]([OH:31])([CH2:24][N:25]3[CH2:29][CH2:28][CH2:27][C:26]3=[O:30])[CH2:22][CH2:23]2)=[CH:6]1, predict the reactants needed to synthesize it. The reactants are: [F:1][C:2]1[CH:35]=[C:34]([F:36])[CH:33]=[CH:32][C:3]=1[CH2:4][N:5]1[C:9]2=[CH:10][N:11]=[C:12]([C:14](O)=[O:15])[CH:13]=[C:8]2[C:7]([CH2:17][N:18]2[CH2:23][CH2:22][C:21]([OH:31])([CH2:24][N:25]3[CH2:29][CH2:28][CH2:27][C:26]3=[O:30])[CH2:20][CH2:19]2)=[CH:6]1.CN(C([O:44][N:45]1N=N[C:47]2C=CC=N[C:46]1=2)=[N+](C)C)C.F[P-](F)(F)(F)(F)F.C(N(CC)CC)C.Cl.C(NO)C. (4) The reactants are: C(N(CC)CC)C.[CH3:8][S:9](Cl)(=[O:11])=[O:10].[OH:13][CH2:14][CH2:15][S:16][C:17]1([C:29]2[N:30]=[CH:31][N:32]([C:34]([C:47]3[CH:52]=[CH:51][CH:50]=[CH:49][CH:48]=3)([C:41]3[CH:46]=[CH:45][CH:44]=[CH:43][CH:42]=3)[C:35]3[CH:40]=[CH:39][CH:38]=[CH:37][CH:36]=3)[CH:33]=2)[CH2:26][CH2:25][CH2:24][C:23]2[CH:22]=[C:21]([C:27]#[N:28])[CH:20]=[CH:19][C:18]1=2. Given the product [CH3:8][S:9]([O:13][CH2:14][CH2:15][S:16][C:17]1([C:29]2[N:30]=[CH:31][N:32]([C:34]([C:47]3[CH:52]=[CH:51][CH:50]=[CH:49][CH:48]=3)([C:35]3[CH:36]=[CH:37][CH:38]=[CH:39][CH:40]=3)[C:41]3[CH:42]=[CH:43][CH:44]=[CH:45][CH:46]=3)[CH:33]=2)[C:18]2[C:23](=[CH:22][C:21]([C:27]#[N:28])=[CH:20][CH:19]=2)[CH2:24][CH2:25][CH2:26]1)(=[O:11])=[O:10], predict the reactants needed to synthesize it.